Dataset: Forward reaction prediction with 1.9M reactions from USPTO patents (1976-2016). Task: Predict the product of the given reaction. Given the reactants [CH3:1][O:2][C:3](=[O:25])[CH2:4][C:5]1[CH:9]=[CH:8][S:7][C:6]=1[C:10]1[S:14][C:13]([C:15]2[S:16][CH:17]=[CH:18][C:19]=2[CH2:20][C:21]([O:23][CH3:24])=[O:22])=[CH:12][CH:11]=1.[S:26]1[CH:30]=[CH:29][CH:28]=[C:27]1[C:31](Cl)=[O:32].[Al+3].[Cl-].[Cl-].[Cl-], predict the reaction product. The product is: [CH3:24][O:23][C:21](=[O:22])[CH2:20][C:19]1[CH:18]=[C:17]([C:31]([C:27]2[S:26][CH:30]=[CH:29][CH:28]=2)=[O:32])[S:16][C:15]=1[C:13]1[S:14][C:10]([C:6]2[S:7][CH:8]=[CH:9][C:5]=2[CH2:4][C:3]([O:2][CH3:1])=[O:25])=[CH:11][CH:12]=1.